Task: Predict which catalyst facilitates the given reaction.. Dataset: Catalyst prediction with 721,799 reactions and 888 catalyst types from USPTO Reactant: [OH:1][CH:2]([C:5]1[CH:17]=[C:16]2[C:8]([C:9]3[C:10]([C:21]4[CH:26]=[CH:25][CH:24]=[C:23]([N:27]5[CH2:35][C:34]6[C:29](=[CH:30][C:31]([CH3:36])=[CH:32][CH:33]=6)[C:28]5=[O:37])[C:22]=4[CH3:38])=[CH:11][CH:12]=[C:13]([C:18]([NH2:20])=[O:19])[C:14]=3[NH:15]2)=[CH:7][CH:6]=1)[CH2:3][OH:4].[C:39](O[C:39](=[O:43])[CH2:40][CH2:41][CH3:42])(=[O:43])[CH2:40][CH2:41][CH3:42].N1C=CC=CC=1. Product: [C:39]([O:4][CH2:3][CH:2]([C:5]1[CH:6]=[CH:7][C:8]2[C:9]3[C:14](=[C:13]([C:18](=[O:19])[NH2:20])[CH:12]=[CH:11][C:10]=3[C:21]3[CH:26]=[CH:25][CH:24]=[C:23]([N:27]4[CH2:35][C:34]5[C:29](=[CH:30][C:31]([CH3:36])=[CH:32][CH:33]=5)[C:28]4=[O:37])[C:22]=3[CH3:38])[NH:15][C:16]=2[CH:17]=1)[OH:1])(=[O:43])[CH2:40][CH2:41][CH3:42]. The catalyst class is: 76.